Dataset: Experimentally validated miRNA-target interactions with 360,000+ pairs, plus equal number of negative samples. Task: Binary Classification. Given a miRNA mature sequence and a target amino acid sequence, predict their likelihood of interaction. (1) The miRNA is mmu-miR-449a-3p with sequence CAGCUAACAUGCGACUGCUCUC. The protein sequence of the target gene is MKLKEIDRTAMQAWSPAQNHPIYLATGTSAQQLDATFSTNASLEIFELDLSDPSLDMKSCATFSSSHRYHKLIWGPHKMDSKGDVSGVLIAGGENGNIILYDPSKIIAGDKEVVIAQKDKHTGPVRALDVNIFQTNLVASGANESEIYIWDLNNFATPMTPGAKTQPPEDISCIAWNRQVQHILASASPSGRATVWDLRKNEPIIKVSDHSNRMHCSGLAWHPDVATQMVLASEDDRLPVIQMWDLRFASSPLRVLENHARGILAVAWSMADPELLLSCGKDAKILCSNPNTGEVLYELP.... Result: 0 (no interaction). (2) The miRNA is hsa-miR-544a with sequence AUUCUGCAUUUUUAGCAAGUUC. The protein sequence of the target gene is MEGQRTQRRGYLKDKATVSNLVEEEMENGMDGEEEDGGDEDKRKKVMERVRGPSTDRVPSRLCQVDRCTVNLTEAKQYYRRHRVCEVHAKASAATVAGVRQRFCQQCSRFHELPEFDEAKRSCRRRLAGHNERRRKISGDSFGEGSGRRGFSGQLIQTQERNRVDRKLPMTNSSFKRPQIR. Result: 0 (no interaction). (3) The miRNA is mmu-miR-3064-3p with sequence UGCCACACUGCAACACCUUACA. The protein sequence of the target gene is MAEPRRVAFISLSPVRRREADFAGAEREPPRLEPQPYREPARAEPAPRADAQPPARDKPLPQREVSRAEPPMALQREPPRPEPPPPPLPLQTPPPRESASRAEPPPRPPKETVRLELVLKDPTDESCVEFSYPELLLCGEQRKKLVHTEDPFTDEHKERQEVEMLAKKFEMKYGGKARKHRKDRLQDLIDIGFGYDETDPFIDNSEAYDELVPASLTTKYGGFYINTGTLQFRQASDTEEDDFTDNQKHKPPKVPKIKEDDIEVKKRKRKEEGEKEKKPRKKVPKQLGVVALNSHKSEKK.... Result: 1 (interaction). (4) The miRNA is hsa-miR-4437 with sequence UGGGCUCAGGGUACAAAGGUU. The protein sequence of the target gene is MEPNSPKKIQFAVPVFQSQIAPEAAEQIRKRRPTPASLVILNEHNPPEIDDKRGPNTQGELQNASPKQRKQSVYTPPTIKGVKHLKGQNESAFPEEEEGTNEREEQRDH. Result: 0 (no interaction). (5) The miRNA is hsa-miR-6844 with sequence UUCUUUGUUUUUAAUUCACAG. The protein sequence of the target gene is MVMEMSKTYQYRKVMKPLLERKRRARINKCLDDLKDLMVECLQQEGEHVTRLEKADILELTVDHMRKLKQRGGLSLQGVVAGVGSPPTSTSTAHVESFRSGYVHAADQITQVLLQTQQTDEIGRKIMKFLSTRLIELQTQLLQQQQQQQQHQQQQIPQSSGRLAFPLLGGYGPAAAAAAISYSSFLTSKDELIDVTSVDGNALSETASVSSQESGASEPVWRPW. Result: 0 (no interaction).